Dataset: Full USPTO retrosynthesis dataset with 1.9M reactions from patents (1976-2016). Task: Predict the reactants needed to synthesize the given product. Given the product [CH2:11]([O:10][C:3]1[CH:4]=[C:5]([CH:8]=[CH:9][C:2]=1[F:13])[CH:6]=[O:7])[CH3:12], predict the reactants needed to synthesize it. The reactants are: Cl[C:2]1[CH:9]=[CH:8][C:5]([CH:6]=[O:7])=[CH:4][C:3]=1[O:10][CH2:11][CH3:12].[F:13]C1C=CC(C(O)=O)=CC=1O.